From a dataset of Forward reaction prediction with 1.9M reactions from USPTO patents (1976-2016). Predict the product of the given reaction. (1) Given the reactants [C:1]([C@@H:3]([NH:12][C:13]([C:15]1([NH:21][C:22](=[O:28])[O:23][C:24]([CH3:27])([CH3:26])[CH3:25])[CH2:20][CH2:19][O:18][CH2:17][CH2:16]1)=[O:14])[CH2:4][C:5]1[CH:10]=[CH:9][C:8](I)=[CH:7][CH:6]=1)#[N:2].C([O-])(=O)C.[K+].CC1(C)C(C)(C)OB([C:42]2[CH:43]=[CH:44][C:45]3[O:49][C:48](=[O:50])[NH:47][C:46]=3[CH:51]=2)O1, predict the reaction product. The product is: [C:1]([C@@H:3]([NH:12][C:13]([C:15]1([NH:21][C:22](=[O:28])[O:23][C:24]([CH3:27])([CH3:26])[CH3:25])[CH2:20][CH2:19][O:18][CH2:17][CH2:16]1)=[O:14])[CH2:4][C:5]1[CH:10]=[CH:9][C:8]([C:42]2[CH:43]=[CH:44][C:45]3[O:49][C:48](=[O:50])[NH:47][C:46]=3[CH:51]=2)=[CH:7][CH:6]=1)#[N:2]. (2) Given the reactants [NH2:1][C:2]1[NH:6][N:5]=[C:4]([NH:7][C:8]2[CH:13]=[CH:12][C:11]([N:14]3[CH2:19][CH2:18][CH:17]([CH3:20])[CH2:16][CH2:15]3)=[CH:10][CH:9]=2)[C:3]=1[C:21]([NH2:23])=[O:22].[CH3:24][C:25]1[CH:26]=[C:27]([CH:30]=[C:31]([CH3:34])[C:32]=1[OH:33])[CH:28]=O.CN(C=O)C.[BH4-].[Na+], predict the reaction product. The product is: [OH:33][C:32]1[C:31]([CH3:34])=[CH:30][C:27]([CH2:28][NH:1][C:2]2[NH:6][N:5]=[C:4]([NH:7][C:8]3[CH:13]=[CH:12][C:11]([N:14]4[CH2:19][CH2:18][CH:17]([CH3:20])[CH2:16][CH2:15]4)=[CH:10][CH:9]=3)[C:3]=2[C:21]([NH2:23])=[O:22])=[CH:26][C:25]=1[CH3:24].